This data is from Peptide-MHC class I binding affinity with 185,985 pairs from IEDB/IMGT. The task is: Regression. Given a peptide amino acid sequence and an MHC pseudo amino acid sequence, predict their binding affinity value. This is MHC class I binding data. The peptide sequence is HEKGINPNY. The MHC is HLA-A02:01 with pseudo-sequence HLA-A02:01. The binding affinity (normalized) is 0.0847.